Predict the reactants needed to synthesize the given product. From a dataset of Full USPTO retrosynthesis dataset with 1.9M reactions from patents (1976-2016). (1) The reactants are: [CH2:1]([C:3]1[N:4]=[C:5]([CH2:8][CH2:9][C:10]2[CH:15]=[CH:14][N:13]=[C:12]([NH2:16])[CH:11]=2)[S:6][CH:7]=1)[CH3:2].[C:17](OC1C=CC(Cl)=C(Cl)C=1Cl)(=[O:22])[CH2:18][C:19]([O-])=[O:20]. Given the product [CH2:1]([C:3]1[N:4]=[C:5]([CH2:8][CH2:9][C:10]2[CH:15]=[CH:14][N:13]3[C:19](=[O:20])[CH:18]=[C:17]([OH:22])[N:16]=[C:12]3[CH:11]=2)[S:6][CH:7]=1)[CH3:2], predict the reactants needed to synthesize it. (2) Given the product [F:18][CH:17]([F:19])[C@@H:14]1[C@@H:13]2[C@@:8]([C:6]3[CH:7]=[C:2]([NH:1][C:37]([C:34]4[CH:33]=[N:32][C:31]([O:30][CH3:29])=[CH:36][N:35]=4)=[O:38])[CH:3]=[CH:4][C:5]=3[F:28])([N:9]=[C:10]([NH:20][C:21](=[O:27])[O:22][C:23]([CH3:25])([CH3:24])[CH3:26])[S:11][CH2:12]2)[CH2:16][O:15]1, predict the reactants needed to synthesize it. The reactants are: [NH2:1][C:2]1[CH:3]=[CH:4][C:5]([F:28])=[C:6]([C@:8]23[CH2:16][O:15][C@H:14]([CH:17]([F:19])[F:18])[C@H:13]2[CH2:12][S:11][C:10]([NH:20][C:21](=[O:27])[O:22][C:23]([CH3:26])([CH3:25])[CH3:24])=[N:9]3)[CH:7]=1.[CH3:29][O:30][C:31]1[N:32]=[CH:33][C:34]([C:37](O)=[O:38])=[N:35][CH:36]=1.C(N(CC)C(C)C)(C)C.F[P-](F)(F)(F)(F)F.[PH4+]. (3) The reactants are: Cl[C:2]1[CH:7]=[CH:6][N:5]=[C:4]([CH2:8][F:9])[N:3]=1.[NH2:10][C:11]1[S:12][C:13]([C:19]2[C:24]([F:25])=[CH:23][C:22]([C:26]([OH:29])([CH3:28])[CH3:27])=[CH:21][C:20]=2[F:30])=[CH:14][C:15]=1[C:16]([NH2:18])=[O:17]. Given the product [F:30][C:20]1[CH:21]=[C:22]([C:26]([OH:29])([CH3:28])[CH3:27])[CH:23]=[C:24]([F:25])[C:19]=1[C:13]1[S:12][C:11]([NH:10][C:2]2[CH:7]=[CH:6][N:5]=[C:4]([CH2:8][F:9])[N:3]=2)=[C:15]([C:16]([NH2:18])=[O:17])[CH:14]=1, predict the reactants needed to synthesize it. (4) Given the product [C:1]([O:5][C:6]([N:8]1[CH2:9][CH2:10][CH:11]([N:14]2[C:15](=[O:31])[C:16]3[C:21](=[CH:20][C:19]([N+:24]([O-:26])=[O:25])=[C:18]([O:27][CH:28]([CH3:29])[CH3:30])[CH:17]=3)[C:22]2=[O:23])[CH2:12][CH2:13]1)=[O:7])([CH3:3])([CH3:4])[CH3:2], predict the reactants needed to synthesize it. The reactants are: [C:1]([O:5][C:6]([N:8]1[CH2:13][CH2:12][CH:11]([N:14]2[C:22](=[O:23])[C:21]3[C:16](=[CH:17][C:18]([O:27][CH:28]([CH3:30])[CH3:29])=[C:19]([N+:24]([O-:26])=[O:25])[CH:20]=3)[CH:15]2[OH:31])[CH2:10][CH2:9]1)=[O:7])([CH3:4])([CH3:3])[CH3:2].[Cr](O[Cr]([O-])(=O)=O)([O-])(=O)=O.O.